From a dataset of Catalyst prediction with 721,799 reactions and 888 catalyst types from USPTO. Predict which catalyst facilitates the given reaction. (1) Reactant: [C:1]([NH:4][C:5]1[S:6][CH:7]=[CH:8][C:9]=1[C:10]#[N:11])(=[O:3])[CH3:2].[Br:12]N1C(=O)CCC1=O. Product: [C:1]([NH:4][C:5]1[S:6][C:7]([Br:12])=[CH:8][C:9]=1[C:10]#[N:11])(=[O:3])[CH3:2]. The catalyst class is: 9. (2) Reactant: [CH:1]1([NH:6][CH2:7][C:8]2[S:9][CH:10]=[CH:11][CH:12]=2)[CH2:5][CH2:4][CH2:3][CH2:2]1.[Cl:13][C:14](Cl)([O:16]C(=O)OC(Cl)(Cl)Cl)Cl. Product: [CH:1]1([N:6]([CH2:7][C:8]2[S:9][CH:10]=[CH:11][CH:12]=2)[C:14]([Cl:13])=[O:16])[CH2:2][CH2:3][CH2:4][CH2:5]1. The catalyst class is: 2. (3) Reactant: [CH2:1]1[CH2:11][C:9](=O)[C:8]2[C:3](=[CH:4][CH:5]=[CH:6][CH:7]=2)[CH2:2]1.Cl.[NH2:13][OH:14]. Product: [C:9]1(=[N:13][OH:14])[C:8]2[C:3](=[CH:4][CH:5]=[CH:6][CH:7]=2)[CH2:2][CH2:1][CH2:11]1. The catalyst class is: 5. (4) Reactant: [OH:1][C:2]1[CH:7]=[CH:6][C:5]([C:8]2([C:14]([OH:16])=[O:15])[CH2:13][CH2:12][CH2:11][CH2:10][CH2:9]2)=[CH:4][CH:3]=1.[OH:17][C:18]1C=CC(CC(O)=O)=C[CH:19]=1.C(Cl)(=O)C. Product: [C:18]([O:1][C:2]1[CH:3]=[CH:4][C:5]([C:8]2([C:14]([OH:16])=[O:15])[CH2:13][CH2:12][CH2:11][CH2:10][CH2:9]2)=[CH:6][CH:7]=1)(=[O:17])[CH3:19]. The catalyst class is: 17. (5) Reactant: [Br:1][C:2]1[CH:3]=[CH:4][C:5](F)=[C:6]([CH:9]=1)[C:7]#[N:8].[N:11]1([C:17]([O:19][C:20]([CH3:23])([CH3:22])[CH3:21])=[O:18])[CH2:16][CH2:15][NH:14][CH2:13][CH2:12]1.C(N(CC)CC)C. Product: [Br:1][C:2]1[CH:3]=[CH:4][C:5]([N:14]2[CH2:13][CH2:12][N:11]([C:17]([O:19][C:20]([CH3:23])([CH3:22])[CH3:21])=[O:18])[CH2:16][CH2:15]2)=[C:6]([C:7]#[N:8])[CH:9]=1. The catalyst class is: 16. (6) Reactant: Br[CH:2]1[C:10]2[C:5](=[CH:6][CH:7]=[CH:8][CH:9]=2)[C:4](=[O:11])[CH2:3]1. The catalyst class is: 27. Product: [C:4]1(=[O:11])[C:5]2[C:10](=[CH:9][CH:8]=[CH:7][CH:6]=2)[CH:2]=[CH:3]1. (7) Reactant: [CH3:1][C:2]1[CH:7]=[C:6]([CH3:8])[CH:5]=[C:4]([CH3:9])[C:3]=1[OH:10].[H-].[Na+].CN(C)C=O.[C:18]([C:22]1[N:27]=[C:26](Cl)[C:25]([C:29]([O:31][CH2:32][CH3:33])=[O:30])=[CH:24][N:23]=1)([CH3:21])([CH3:20])[CH3:19]. Product: [C:18]([C:22]1[N:23]=[C:24]([O:10][C:3]2[C:4]([CH3:9])=[CH:5][C:6]([CH3:8])=[CH:7][C:2]=2[CH3:1])[C:25]([C:29]([O:31][CH2:32][CH3:33])=[O:30])=[CH:26][N:27]=1)([CH3:21])([CH3:19])[CH3:20]. The catalyst class is: 132.